Dataset: Forward reaction prediction with 1.9M reactions from USPTO patents (1976-2016). Task: Predict the product of the given reaction. (1) Given the reactants C([N:8]1[CH2:13][CH2:12][C:11](=[CH:14][C:15]([O:17][CH2:18][CH3:19])=[O:16])[CH2:10][CH2:9]1)C1C=CC=CC=1.ClC(OC(Cl)C)=O.[C:27]([O:34]C([O-])=O)([O:29][C:30]([CH3:33])([CH3:32])[CH3:31])=O, predict the reaction product. The product is: [CH2:18]([O:17][C:15](=[O:16])[CH:14]=[C:11]1[CH2:12][CH2:13][N:8]([C:27]([O:29][C:30]([CH3:31])([CH3:32])[CH3:33])=[O:34])[CH2:9][CH2:10]1)[CH3:19]. (2) Given the reactants [CH:1]1[C:14]2[C:5](=[N:6][CH:7]=[C:8]3[C:13]=2[CH:12]=[CH:11][CH:10]=[CH:9]3)[CH:4]=[CH:3][CH:2]=1.[CH3:15][O:16][C:17]1[CH:25]=[CH:24][C:20]([C:21](Cl)=[O:22])=[CH:19][CH:18]=1.[NH:26]1[C:34]2[C:29](=[CH:30][CH:31]=[CH:32][CH:33]=2)[CH:28]=[CH:27]1, predict the reaction product. The product is: [NH:26]1[C:34]2[C:29](=[CH:30][CH:31]=[CH:32][CH:33]=2)[C:28]([CH:7]2[C:8]3[C:13](=[CH:12][CH:11]=[CH:10][CH:9]=3)[C:14]3[CH:1]=[CH:2][CH:3]=[CH:4][C:5]=3[N:6]2[C:21]([C:20]2[CH:24]=[CH:25][C:17]([O:16][CH3:15])=[CH:18][CH:19]=2)=[O:22])=[CH:27]1.